This data is from Reaction yield outcomes from USPTO patents with 853,638 reactions. The task is: Predict the reaction yield, written as a fraction of the theoretical maximum amount of product (1.0 means a 100% yield; for example, 0.34 means a 34% yield). The reactants are [CH2:1]([O:8][C:9]([NH:11][C@@H:12]([CH:16]1[CH2:18][CH2:17]1)[C:13](O)=[O:14])=[O:10])[C:2]1[CH:7]=[CH:6][CH:5]=[CH:4][CH:3]=1.Cl. The catalyst is C1COCC1. The product is [CH2:1]([O:8][C:9](=[O:10])[NH:11][C@@H:12]([CH:16]1[CH2:18][CH2:17]1)[CH2:13][OH:14])[C:2]1[CH:7]=[CH:6][CH:5]=[CH:4][CH:3]=1. The yield is 0.500.